This data is from Peptide-MHC class I binding affinity with 185,985 pairs from IEDB/IMGT. The task is: Regression. Given a peptide amino acid sequence and an MHC pseudo amino acid sequence, predict their binding affinity value. This is MHC class I binding data. The peptide sequence is VSIILANER. The MHC is HLA-A11:01 with pseudo-sequence HLA-A11:01. The binding affinity (normalized) is 0.644.